From a dataset of Peptide-MHC class II binding affinity with 134,281 pairs from IEDB. Regression. Given a peptide amino acid sequence and an MHC pseudo amino acid sequence, predict their binding affinity value. This is MHC class II binding data. (1) The peptide sequence is ATEVVRRLTATAHRG. The MHC is DRB1_0401 with pseudo-sequence DRB1_0401. The binding affinity (normalized) is 0.00955. (2) The peptide sequence is SNGTGNIVSSVNMVSRL. The MHC is DRB1_0405 with pseudo-sequence DRB1_0405. The binding affinity (normalized) is 0.703. (3) The peptide sequence is TEAFSTAWQAACKKP. The MHC is DRB1_0301 with pseudo-sequence DRB1_0301. The binding affinity (normalized) is 0.111. (4) The peptide sequence is EKKYFAATQFAPLAA. The MHC is HLA-DPA10201-DPB11401 with pseudo-sequence HLA-DPA10201-DPB11401. The binding affinity (normalized) is 0.901. (5) The peptide sequence is VFLQTHIFAEVLKDAIKDL. The MHC is HLA-DQA10501-DQB10301 with pseudo-sequence HLA-DQA10501-DQB10301. The binding affinity (normalized) is 0.370. (6) The peptide sequence is IRYQTTATKSEHTGR. The MHC is DRB1_0802 with pseudo-sequence DRB1_0802. The binding affinity (normalized) is 0.205. (7) The peptide sequence is EAIIRILQQLLFIHF. The MHC is HLA-DQA10101-DQB10501 with pseudo-sequence HLA-DQA10101-DQB10501. The binding affinity (normalized) is 0.223. (8) The peptide sequence is NHFFNHHKVMLLGHD. The MHC is DRB1_0405 with pseudo-sequence DRB1_0405. The binding affinity (normalized) is 0.413. (9) The peptide sequence is DYVRMWVQAATAMSA. The MHC is DRB3_0202 with pseudo-sequence DRB3_0202. The binding affinity (normalized) is 0.516. (10) The peptide sequence is LNIKLNMPLYIAGNK. The MHC is DRB1_0301 with pseudo-sequence DRB1_0301. The binding affinity (normalized) is 0.317.